Dataset: Full USPTO retrosynthesis dataset with 1.9M reactions from patents (1976-2016). Task: Predict the reactants needed to synthesize the given product. (1) Given the product [CH2:1]([C:3]1[CH:4]=[C:5]([NH:12][C:13]([N:28]2[CH2:29][CH2:30][C:25]([C:23]([OH:24])=[O:22])([C:31]3[CH:36]=[CH:35][CH:34]=[CH:33][CH:32]=3)[CH2:26][CH2:27]2)=[O:15])[C:6]([O:10][CH3:11])=[N:7][C:8]=1[CH3:9])[CH3:2], predict the reactants needed to synthesize it. The reactants are: [CH2:1]([C:3]1[CH:4]=[C:5]([N:12](C2C=CC=CC=2)[C:13](=[O:15])[O-])[C:6]([O:10][CH3:11])=[N:7][C:8]=1[CH3:9])[CH3:2].[OH:22][C:23]([C:25]1([C:31]2[CH:36]=[CH:35][CH:34]=[CH:33][CH:32]=2)[CH2:30][CH2:29][NH:28][CH2:27][CH2:26]1)=[O:24].C1CCN2C(=NCCC2)CC1. (2) Given the product [CH2:34]([O:41][C:42]1[CH:47]=[CH:46][N:45]([C:20]2[CH:31]=[CH:30][C:23]([O:24][CH2:25][C:26]([OH:28])([CH3:29])[CH3:27])=[C:22]([O:32][CH3:33])[CH:21]=2)[C:44](=[O:48])[CH:43]=1)[C:35]1[CH:36]=[CH:37][CH:38]=[CH:39][CH:40]=1, predict the reactants needed to synthesize it. The reactants are: [O-]P([O-])([O-])=O.[K+].[K+].[K+].CNC1CCCCC1NC.Br[C:20]1[CH:31]=[CH:30][C:23]([O:24][CH2:25][C:26]([CH3:29])([OH:28])[CH3:27])=[C:22]([O:32][CH3:33])[CH:21]=1.[CH2:34]([O:41][C:42]1[CH:47]=[CH:46][NH:45][C:44](=[O:48])[CH:43]=1)[C:35]1[CH:40]=[CH:39][CH:38]=[CH:37][CH:36]=1. (3) Given the product [NH2:17][C:14]1([CH2:13][N:9]([CH2:8][C:5]2[CH:6]=[CH:7][C:2]([Cl:1])=[C:3]([CH:4]=2)[C:25]([NH:27][CH2:28][C:29]23[CH2:30][CH:31]4[CH2:32][CH:33]([CH2:34][CH:35]([CH2:37]4)[CH2:36]2)[CH2:38]3)=[O:26])[CH2:10][CH2:11][OH:12])[CH2:16][CH2:15]1, predict the reactants needed to synthesize it. The reactants are: [Cl:1][C:2]1[CH:7]=[CH:6][C:5]([CH2:8][N:9]([CH2:13][C:14]2([NH:17]C(=O)OC(C)(C)C)[CH2:16][CH2:15]2)[CH2:10][CH2:11][OH:12])=[CH:4][C:3]=1[C:25]([NH:27][CH2:28][C:29]12[CH2:38][CH:33]3[CH2:34][CH:35]([CH2:37][CH:31]([CH2:32]3)[CH2:30]1)[CH2:36]2)=[O:26].Cl.N. (4) Given the product [Br:1][C:2]1[CH:14]=[C:13]2[C:5]([C:6]3[CH:7]=[CH:8][C:9]([N:23]([C:9]4[CH:8]=[CH:7][C:6]5[C:5]6[C:13](=[CH:14][CH:2]=[CH:3][CH:4]=6)[C:12]([CH2:19][CH2:20][CH2:21][CH3:22])([CH2:15][CH2:16][CH2:17][CH3:18])[C:11]=5[CH:10]=4)[C:31]4[CH:32]=[CH:33][C:34]5[C:35]6[C:40](=[CH:39][CH:38]=[CH:37][CH:36]=6)[C:28]([CH2:42][CH2:43][CH2:44][CH3:45])([CH2:24][CH2:25][CH2:26][CH3:27])[C:29]=5[CH:30]=4)=[CH:10][C:11]=3[C:12]2([CH2:19][CH2:20][CH2:21][CH3:22])[CH2:15][CH2:16][CH2:17][CH3:18])=[CH:4][CH:3]=1, predict the reactants needed to synthesize it. The reactants are: [Br:1][C:2]1[CH:14]=[C:13]2[C:5]([C:6]3[CH:7]=[CH:8][C:9]([NH2:23])=[CH:10][C:11]=3[C:12]2([CH2:19][CH2:20][CH2:21][CH3:22])[CH2:15][CH2:16][CH2:17][CH3:18])=[CH:4][CH:3]=1.[CH2:24]([C:28]1([CH2:42][CH2:43][CH2:44][CH3:45])[C:40]2[CH:39]=[C:38](I)[CH:37]=[CH:36][C:35]=2[C:34]2[C:29]1=[CH:30][CH:31]=[CH:32][CH:33]=2)[CH2:25][CH2:26][CH3:27].